Dataset: Full USPTO retrosynthesis dataset with 1.9M reactions from patents (1976-2016). Task: Predict the reactants needed to synthesize the given product. (1) Given the product [Cl:1][C:2]1[CH:9]=[C:8]([N:10]([CH2:16][CH:17]2[CH2:22][CH2:21][CH2:20][CH2:19][CH2:18]2)[C@H:11]2[CH2:15][CH2:14][N:13]([S:26]([CH2:23][CH2:24][CH3:25])(=[O:28])=[O:27])[CH2:12]2)[CH:7]=[CH:6][C:3]=1[C:4]#[N:5], predict the reactants needed to synthesize it. The reactants are: [Cl:1][C:2]1[CH:9]=[C:8]([N:10]([CH2:16][CH:17]2[CH2:22][CH2:21][CH2:20][CH2:19][CH2:18]2)[C@H:11]2[CH2:15][CH2:14][NH:13][CH2:12]2)[CH:7]=[CH:6][C:3]=1[C:4]#[N:5].[CH2:23]([S:26](Cl)(=[O:28])=[O:27])[CH2:24][CH3:25]. (2) The reactants are: Br[C:2]1[CH:3]=[C:4]([N:22]([CH2:29][CH3:30])[CH:23]2[CH2:28][CH2:27][O:26][CH2:25][CH2:24]2)[C:5]([CH3:21])=[C:6]([CH:20]=1)[C:7]([NH:9][CH2:10][C:11]1[C:12](=[O:19])[NH:13][C:14]([CH3:18])=[CH:15][C:16]=1[CH3:17])=[O:8].[OH:31][CH2:32][C:33]1[CH:38]=[CH:37][C:36](B(O)O)=[CH:35][CH:34]=1.C([O-])([O-])=O.[Na+].[Na+]. Given the product [CH3:17][C:16]1[CH:15]=[C:14]([CH3:18])[NH:13][C:12](=[O:19])[C:11]=1[CH2:10][NH:9][C:7]([C:6]1[CH:20]=[C:2]([C:36]2[CH:37]=[CH:38][C:33]([CH2:32][OH:31])=[CH:34][CH:35]=2)[CH:3]=[C:4]([N:22]([CH2:29][CH3:30])[CH:23]2[CH2:28][CH2:27][O:26][CH2:25][CH2:24]2)[C:5]=1[CH3:21])=[O:8], predict the reactants needed to synthesize it. (3) Given the product [CH3:25][C:26]1[N:31]=[CH:30][C:29]([C:2]2[CH:7]=[CH:6][C:5]([CH:8]([C:19]3[CH:24]=[CH:23][CH:22]=[CH:21][CH:20]=3)[CH2:9]/[C:10](/[C:13]3[CH:18]=[CH:17][N:16]=[CH:15][CH:14]=3)=[N:11]\[OH:12])=[CH:4][CH:3]=2)=[CH:28][CH:27]=1, predict the reactants needed to synthesize it. The reactants are: Br[C:2]1[CH:7]=[CH:6][C:5]([CH:8]([C:19]2[CH:24]=[CH:23][CH:22]=[CH:21][CH:20]=2)[CH2:9]/[C:10](/[C:13]2[CH:18]=[CH:17][N:16]=[CH:15][CH:14]=2)=[N:11]\[OH:12])=[CH:4][CH:3]=1.[CH3:25][C:26]1[N:31]=[CH:30][C:29](B(O)O)=[CH:28][CH:27]=1. (4) Given the product [CH2:1]([O:8][C:9]1[C:10]([CH3:36])=[C:11]2[C:12]([C:15](=[O:18])[C:16]([CH3:17])=[C:1]([CH:2]3[CH2:48][N:45]([C:46]([O:42][CH2:39][C:40]4[CH:7]=[CH:6][CH:5]=[CH:4][CH:3]=4)=[O:47])[CH2:44]3)[O:8]2)=[CH:13][CH:14]=1)[C:2]1[CH:3]=[CH:4][CH:5]=[CH:6][CH:7]=1, predict the reactants needed to synthesize it. The reactants are: [CH2:1]([O:8][C:9]1[C:10]([CH3:36])=[C:11](C2(C([O-])=O)CN(C(OCC3C=CC=CC=3)=O)C2)[C:12]([C:15](=[O:18])[CH2:16][CH3:17])=[CH:13][CH:14]=1)[C:2]1[CH:7]=[CH:6][CH:5]=[CH:4][CH:3]=1.[H-].[Na+].[C:39]([OH:42])(=O)[CH3:40].Cl.[CH3:44][N:45]([CH3:48])[CH:46]=[O:47].